Dataset: Forward reaction prediction with 1.9M reactions from USPTO patents (1976-2016). Task: Predict the product of the given reaction. (1) Given the reactants [CH:1]1([CH2:4][N:5]2[CH2:26][CH2:25][C@:12]34[C:13]5[C:14]6[O:24][C@H:11]3[CH:10]([N:27]3[C:31](=[O:32])[C:30]7=[C:33]([OH:37])[CH:34]=[CH:35][CH:36]=[C:29]7[C:28]3=[O:38])[CH2:9][CH2:8][C@@:7]4([OH:39])[C@H:6]2[CH2:19][C:18]=5[CH:17]=[CH:16][C:15]=6[O:20][CH2:21][O:22][CH3:23])[CH2:3][CH2:2]1.[C:40](=O)([O-])[O-].[K+].[K+].CI.C(=O)([O-])O.[Na+], predict the reaction product. The product is: [CH:1]1([CH2:4][N:5]2[CH2:26][CH2:25][C@:12]34[C:13]5[C:14]6[O:24][C@H:11]3[C@H:10]([N:27]3[C:31](=[O:32])[C:30]7=[C:33]([O:37][CH3:40])[CH:34]=[CH:35][CH:36]=[C:29]7[C:28]3=[O:38])[CH2:9][CH2:8][C@@:7]4([OH:39])[C@H:6]2[CH2:19][C:18]=5[CH:17]=[CH:16][C:15]=6[O:20][CH2:21][O:22][CH3:23])[CH2:3][CH2:2]1. (2) Given the reactants C([O-])([O-])=O.[K+].[K+].[CH2:7]1[C:16]2[C:11](=[CH:12][CH:13]=[CH:14][CH:15]=2)[CH2:10][CH2:9][NH:8]1.[F:17][C:18]([F:33])([F:32])[S:19]([O:22][C:23]1[CH:28]=[CH:27][C:26]([N+]([O-])=O)=[CH:25][CH:24]=1)(=[O:21])=[O:20].O, predict the reaction product. The product is: [F:17][C:18]([F:33])([F:32])[S:19]([O:22][C:23]1[CH:28]=[CH:27][C:26]2[C:25](=[CH:9][CH:10]=[CH:11][CH:12]=2)[C:24]=1[CH:7]1[C:16]2[C:11](=[CH:12][CH:13]=[CH:14][CH:15]=2)[CH2:10][CH2:9][NH:8]1)(=[O:21])=[O:20]. (3) Given the reactants [CH3:1][CH:2]1[CH2:7][CH2:6][C:5](=O)[CH2:4][CH2:3]1.[NH:9]1[CH2:13][CH2:12][CH2:11][CH2:10]1, predict the reaction product. The product is: [CH3:1][CH:2]1[CH2:7][CH2:6][C:5]([N:9]2[CH2:13][CH2:12][CH2:11][CH2:10]2)=[CH:4][CH2:3]1. (4) Given the reactants [Cl:1][C:2]1[CH:7]=[CH:6][CH:5]=[C:4]([Cl:8])[C:3]=1[NH:9][C:10]1[CH:15]=[CH:14][C:13]([CH3:16])=[CH:12][CH:11]=1.[Cl:17][CH2:18][C:19](Cl)=[O:20], predict the reaction product. The product is: [Cl:1][C:2]1[CH:7]=[CH:6][CH:5]=[C:4]([Cl:8])[C:3]=1[N:9]([C:19](=[O:20])[CH2:18][Cl:17])[C:10]1[CH:11]=[CH:12][C:13]([CH3:16])=[CH:14][CH:15]=1. (5) Given the reactants [N+:1]([C:4]1[CH:5]=[C:6]([C:10]2[CH2:14][CH:13]([CH2:15][CH2:16][CH:17]=O)[O:12][N:11]=2)[CH:7]=[CH:8][CH:9]=1)([O-:3])=[O:2].[C:19]1([CH:25]([C:32]2[CH:37]=[CH:36][CH:35]=[CH:34][CH:33]=2)[N:26]2[CH2:31][CH2:30][NH:29][CH2:28][CH2:27]2)[CH:24]=[CH:23][CH:22]=[CH:21][CH:20]=1.[BH-](OC(C)=O)(OC(C)=O)OC(C)=O.[Na+], predict the reaction product. The product is: [CH:25]([N:26]1[CH2:31][CH2:30][N:29]([CH2:17][CH2:16][CH2:15][CH:13]2[O:12][N:11]=[C:10]([C:6]3[CH:7]=[CH:8][CH:9]=[C:4]([N+:1]([O-:3])=[O:2])[CH:5]=3)[CH2:14]2)[CH2:28][CH2:27]1)([C:32]1[CH:37]=[CH:36][CH:35]=[CH:34][CH:33]=1)[C:19]1[CH:24]=[CH:23][CH:22]=[CH:21][CH:20]=1. (6) Given the reactants [I:1][C:2]1[CH:7]=[CH:6][C:5]([C:8]([F:11])([F:10])[F:9])=[CH:4][C:3]=1[N+:12]([O-])=O.O.NN, predict the reaction product. The product is: [I:1][C:2]1[CH:7]=[CH:6][C:5]([C:8]([F:9])([F:10])[F:11])=[CH:4][C:3]=1[NH2:12]. (7) Given the reactants [CH2:1]([NH:4][C:5]1[C:14]2[C:9](=[CH:10][CH:11]=[C:12]([N+:15]([O-:17])=[O:16])[CH:13]=2)[N:8]=[C:7](Cl)[N:6]=1)[CH:2]=[CH2:3].[CH3:19][NH2:20], predict the reaction product. The product is: [CH2:1]([NH:4][C:5]1[C:14]2[C:9](=[CH:10][CH:11]=[C:12]([N+:15]([O-:17])=[O:16])[CH:13]=2)[N:8]=[C:7]([NH:20][CH3:19])[N:6]=1)[CH:2]=[CH2:3].